Regression. Given two drug SMILES strings and cell line genomic features, predict the synergy score measuring deviation from expected non-interaction effect. From a dataset of NCI-60 drug combinations with 297,098 pairs across 59 cell lines. (1) Drug 1: C1CC(=O)NC(=O)C1N2C(=O)C3=CC=CC=C3C2=O. Drug 2: C1CNP(=O)(OC1)N(CCCl)CCCl. Cell line: HCC-2998. Synergy scores: CSS=-3.60, Synergy_ZIP=8.87, Synergy_Bliss=13.9, Synergy_Loewe=2.16, Synergy_HSA=-0.222. (2) Drug 1: C1=C(C(=O)NC(=O)N1)F. Drug 2: CC1CCC2CC(C(=CC=CC=CC(CC(C(=O)C(C(C(=CC(C(=O)CC(OC(=O)C3CCCCN3C(=O)C(=O)C1(O2)O)C(C)CC4CCC(C(C4)OC)O)C)C)O)OC)C)C)C)OC. Cell line: NCI-H522. Synergy scores: CSS=20.5, Synergy_ZIP=-12.8, Synergy_Bliss=-13.5, Synergy_Loewe=-12.0, Synergy_HSA=-9.92.